Dataset: Experimentally validated miRNA-target interactions with 360,000+ pairs, plus equal number of negative samples. Task: Binary Classification. Given a miRNA mature sequence and a target amino acid sequence, predict their likelihood of interaction. (1) The miRNA is dre-miR-218a with sequence UUGUGCUUGAUCUAACCAUGUG. The protein sequence of the target gene is MTSNEWSSPDSPEGSSISGGSQALDKPIDNDAEGVWSPEIERSFQEALAIYPPCGRRKIILTEEGKMYGRNELIARHIKLRTGKTRTRKQVSSHIQVLARRKAREIQAKLKDQAAKNKALQSMAAMSSAQIVSATAFHSKMALARGPGYPAISGFWQGALPGQPGTSHDVKPFSQNTYPVQPPLPLPGFESPAGPTPSPSAPLAPPWQGRSIASSKLWMLEFSAFLERQQDPDTYNKHLFVHISQSSPSYSDPYLETVDIRQIYDKFPEKKGGLKELFERGPSNAFFLVKFWADLNTNID.... Result: 0 (no interaction). (2) Result: 1 (interaction). The miRNA is hsa-miR-21-5p with sequence UAGCUUAUCAGACUGAUGUUGA. The protein sequence of the target gene is MDVYPPRRQGLPRARSPGGSSRGSPSVSCSRLRQVQSILTQSSKSRPDGILCILGIDSRYNEGCRELANYLLFGLYNQNTSDFEKTGFSEEVLDDVIILIKSDSVHLYCNPVNFRYLLPYVAHWRNLHFHCMTENEYEDEEAAEEFKITSFVDMVRDCSRIGIPYSSQGHLQIFDMFVVEKWPIVQAFALEGIGGDGFFTMKYELQDVSLNLWNVYSKMDPMSLESLLSDDLVAFEHQWTSFFANFDTEIPFLLELSESQAGEPFRSYFSHGMISSHITENSPNRQPFVLFGNHSTRENL.... (3) The miRNA is hsa-miR-7150 with sequence CUGGCAGGGGGAGAGGUA. The protein sequence of the target gene is MEALGDLEGPRAPGGDDPAGSAGETPGWLSREQVFVLISAASVNLGSMMCYSILGPFFPKEAEKKGASNTIIGMIFGCFALFELLASLVFGNYLVHIGAKFMFVAGMFVSGGVTILFGVLDRVPDGPVFIAMCFLVRVMDAVSFAAAMTASSSILAKAFPNNVATVLGSLETFSGLGLILGPPVGGFLYQSFGYEVPFIVLGCVVLLMVPLNMYILPNYESDPGEHSFWKLIALPKVGLIAFVINSLSSCFGFLDPTLSLFVLEKFNLPAGYVGLVFLGMALSYAISSPLFGLLSDKRPP.... Result: 1 (interaction).